Dataset: Peptide-MHC class I binding affinity with 185,985 pairs from IEDB/IMGT. Task: Regression. Given a peptide amino acid sequence and an MHC pseudo amino acid sequence, predict their binding affinity value. This is MHC class I binding data. (1) The MHC is HLA-B48:01 with pseudo-sequence HLA-B48:01. The binding affinity (normalized) is 0.0847. The peptide sequence is PHAATIRVL. (2) The peptide sequence is PKKDERGAL. The MHC is HLA-A69:01 with pseudo-sequence HLA-A69:01. The binding affinity (normalized) is 0.0847. (3) The peptide sequence is ITDVQDMDP. The MHC is HLA-B27:05 with pseudo-sequence HLA-B27:05. The binding affinity (normalized) is 0.0847. (4) The peptide sequence is TTDDSTSYY. The MHC is HLA-A02:12 with pseudo-sequence HLA-A02:12. The binding affinity (normalized) is 0.0847. (5) The peptide sequence is WEQWWTDYW. The MHC is Mamu-B52 with pseudo-sequence Mamu-B52. The binding affinity (normalized) is 0.823. (6) The MHC is HLA-A26:01 with pseudo-sequence HLA-A26:01. The peptide sequence is DAYGFHNYK. The binding affinity (normalized) is 0.0847. (7) The peptide sequence is FPRYPLNVL. The MHC is HLA-B58:01 with pseudo-sequence HLA-B58:01. The binding affinity (normalized) is 0.0847.